This data is from Forward reaction prediction with 1.9M reactions from USPTO patents (1976-2016). The task is: Predict the product of the given reaction. (1) Given the reactants C[O:2][C:3]1[CH:17]=[CH:16][C:6]2[C:7]3[C:12]([CH2:13][CH2:14][C:5]=2[CH:4]=1)=[N:11][NH:10][C:9](=[O:15])[CH:8]=3.B(Br)(Br)Br.[NH4+].[Cl-], predict the reaction product. The product is: [OH:2][C:3]1[CH:17]=[CH:16][C:6]2[C:7]3[C:12]([CH2:13][CH2:14][C:5]=2[CH:4]=1)=[N:11][NH:10][C:9](=[O:15])[CH:8]=3. (2) Given the reactants [F:1][C:2]1[CH:10]=[CH:9][CH:8]=[C:7]2[C:3]=1[C:4]([C:11]([O:13][CH3:14])=[O:12])=[N:5][NH:6]2.F[C:16]1[CH:21]=[C:20]([I:22])[CH:19]=[CH:18][N:17]=1, predict the reaction product. The product is: [F:1][C:2]1[CH:10]=[CH:9][CH:8]=[C:7]2[C:3]=1[C:4]([C:11]([O:13][CH3:14])=[O:12])=[N:5][N:6]2[C:16]1[CH:21]=[C:20]([I:22])[CH:19]=[CH:18][N:17]=1. (3) Given the reactants [CH2:1]([N:3]1[C:7]2[N:8]=[C:9]([C:18]3[CH:23]=[CH:22][C:21]([NH:24][C:25]([NH:27][C:28]4[CH:36]=[CH:35][C:31]([C:32]([OH:34])=O)=[CH:30][CH:29]=4)=[O:26])=[CH:20][CH:19]=3)[N:10]=[C:11]([N:12]3[CH2:17][CH2:16][O:15][CH2:14][CH2:13]3)[C:6]=2[N:5]=[N:4]1)[CH3:2].CC[N:39](C(C)C)C(C)C.CN(C(ON1N=NC2C=CC=CC1=2)=[N+](C)C)C.F[P-](F)(F)(F)(F)F.N, predict the reaction product. The product is: [CH2:1]([N:3]1[C:7]2[N:8]=[C:9]([C:18]3[CH:19]=[CH:20][C:21]([NH:24][C:25]([NH:27][C:28]4[CH:36]=[CH:35][C:31]([C:32]([NH2:39])=[O:34])=[CH:30][CH:29]=4)=[O:26])=[CH:22][CH:23]=3)[N:10]=[C:11]([N:12]3[CH2:13][CH2:14][O:15][CH2:16][CH2:17]3)[C:6]=2[N:5]=[N:4]1)[CH3:2]. (4) Given the reactants [CH3:1][S:2]([C:5]1[CH:6]=[C:7]([C:11]2[C:12]3[N:13]([N:17]=[C:18]([NH2:20])[N:19]=3)[CH:14]=[CH:15][CH:16]=2)[CH:8]=[CH:9][CH:10]=1)(=[O:4])=[O:3].Br[C:22]1[CH:27]=[CH:26][C:25]([N:28]2[CH2:33][CH2:32][O:31][CH2:30][CH2:29]2)=[CH:24][CH:23]=1, predict the reaction product. The product is: [CH3:1][S:2]([C:5]1[CH:6]=[C:7]([C:11]2[C:12]3[N:13]([N:17]=[C:18]([NH:20][C:22]4[CH:23]=[CH:24][C:25]([N:28]5[CH2:29][CH2:30][O:31][CH2:32][CH2:33]5)=[CH:26][CH:27]=4)[N:19]=3)[CH:14]=[CH:15][CH:16]=2)[CH:8]=[CH:9][CH:10]=1)(=[O:3])=[O:4]. (5) Given the reactants [CH2:1]1[C@@H:6]([C:7]#[N:8])[N:5]([C:9]([C@@H:11]([NH2:23])[C:12]23[CH2:21][C:19]4([OH:22])[CH2:20][CH:14]([CH2:15][CH:16]([CH2:18]4)[CH2:17]2)[CH2:13]3)=[O:10])[C@@H:4]2[C@H:2]1[CH2:3]2.O.[ClH:25], predict the reaction product. The product is: [CH2:1]1[C@@H:6]([C:7]#[N:8])[N:5]([C:9]([C@@H:11]([NH2:23])[C:12]23[CH2:21][C:19]4([OH:22])[CH2:20][CH:14]([CH2:15][CH:16]([CH2:18]4)[CH2:17]2)[CH2:13]3)=[O:10])[C@@H:4]2[C@H:2]1[CH2:3]2.[ClH:25]. (6) Given the reactants [CH2:1]([O:8][C:9](=[O:22])[CH2:10][CH:11]([NH:14][C:15]([O:17][C:18]([CH3:21])([CH3:20])[CH3:19])=[O:16])[C:12]#[N:13])[C:2]1[CH:7]=[CH:6][CH:5]=[CH:4][CH:3]=1.[Cl-].[NH4+].[N-:25]=[N+:26]=[N-:27].[Na+], predict the reaction product. The product is: [CH2:1]([O:8][C:9](=[O:22])[CH2:10][CH:11]([NH:14][C:15]([O:17][C:18]([CH3:19])([CH3:21])[CH3:20])=[O:16])[C:12]1[NH:27][N:26]=[N:25][N:13]=1)[C:2]1[CH:3]=[CH:4][CH:5]=[CH:6][CH:7]=1.